Task: Binary Classification. Given a miRNA mature sequence and a target amino acid sequence, predict their likelihood of interaction.. Dataset: Experimentally validated miRNA-target interactions with 360,000+ pairs, plus equal number of negative samples (1) The miRNA is hsa-miR-3664-5p with sequence AACUCUGUCUUCACUCAUGAGU. The protein sequence of the target gene is MASAGSTARRAGSGSWHSERGEGRGARPQPTPSGSMQQANKVSLKATWTDAESKQPSQPLPDLADHLSAQATALARPRRPASLTPPRADPSPSKESDQTAIDQTAIGSYYQLFAAAVGNVEWLRFCLNQSLREIPTDDKGFTAIHFAAQWGKLACLQVLVEEYKFPVDLLTNNSQTPLHLVIHRDNTTVALPCIYYLLEKGADLNAQTCNGSTPLHLAARDGLLDCVKVLVQSGANVHAQDAMGYKPIDFCKIWNHRACARFLKDAMWKKDKKDFAREMTKMKMFKSQLTLMEHNYLIEY.... Result: 0 (no interaction). (2) The miRNA is mmu-miR-34b-3p with sequence AAUCACUAACUCCACUGCCAUC. The protein sequence of the target gene is MVFAHRMDNSKPHLIIPTLLVPLQNRSCTETATPLPSQYLMELSEEHSWMSNQTDLHYVLKPGEVATASIFFGILWLFSIFGNSLVCLVIHRSRRTQSTTNYFVVSMACADLLISVASTPFVLLQFTTGRWTLGSATCKVVRYFQYLTPGVQIYVLLSICIDRFYTIVYPLSFKVSREKAKKMIAASWVFDAGFVTPVLFFYGSNWDSHCNYFLPSSWEGTAYTVIHFLVGFVIPSVLIILFYQKVIKYIWRIGTDGRTVRRTMNIVPRTKVKTIKMFLILNLLFLLSWLPFHVAQLWHP.... Result: 0 (no interaction). (3) The miRNA is mmu-miR-450b-5p with sequence UUUUGCAGUAUGUUCCUGAAUA. The protein sequence of the target gene is MLGSMARKKPRNTSRLPLALNPLKSKDVLAVLAERNEAIVPVGAWVEPASPGSSEIPAYTSAYLIEEELKEQLRKKQEALKHFQKQVKYRVNQQIRLRKKQQLQKSYERAQKEGSIAMQSSATHLTSKRTSVFPNNLNVAIGSSRLPPSLMPGDGIEDEENQNELFQQQAQALSETMKQARHRLASFKTVIKKKGSVFPDDGRKSFLTREEVLSRKPASTGINTGIRGELPIKVHQGLLAAVPYQNYMENQELDYEEPDYEESSSLVTDEKGKEDLFGRGQQDQQAIHSEDKNKPFSRVQ.... Result: 0 (no interaction). (4) The miRNA is hsa-miR-4795-5p with sequence AGAAGUGGCUAAUAAUAUUGA. The protein sequence of the target gene is MKFLLLVLAALGFLTQVIPASAGGSKCVSNTPGYCRTCCHWGETALFMCNASRKCCISYSFLPKPDLPQLIGNHWQSRRRNTQRKDKKQQTTVTS. Result: 0 (no interaction). (5) The miRNA is hsa-miR-6883-5p with sequence AGGGAGGGUGUGGUAUGGAUGU. The protein sequence of the target gene is MDNRKEPPFFNDDNMGPFYYRLHFCDTMELFIETLTGTCFELRVSPFETVISVKAKIRRLEGIPICRQHLIWNNMELENDYCLNDYNISEGCTLKLVLAMRGGPINTRRVPTDDPLRKMAEYLDSSRVEVWEKTSCSKQVTFLVYQEGDQLNFFPAVDRGDGTLTPLSDSSKKIDFHLHVLRRKGEHRMSGGSMYNSDTDEDEETEPSSSGQQIIENSITMNKMKLLKAKMKNMNLSKKPKKAVKIKPHPPVAPRPSSGSTAPSRHRLLRVLPNIGQSCSPAFGNAYPPEISRNGISSLA.... Result: 1 (interaction). (6) The miRNA is hsa-miR-7110-3p with sequence UCUCUCUCCCACUUCCCUGCAG. The protein sequence of the target gene is MDLWPGAWMLLLLLFLLLLFLLPTLWFCSPSAKYFFKMAFYNGWILFLAVLAIPVCAVRGRNVENMKILRLMLLHIKYLYGIRVEVRGAHHFPPSQPYVVVSNHQSSLDLLGMMEVLPGRCVPIAKRELLWAGSAGLACWLAGVIFIDRKRTGDAISVMSEVAQTLLTQDVRVWVFPEGTRNHNGSMLPFKRGAFHLAVQAQVPIVPIVMSSYQDFYCKKERRFTSGQCQVRVLPPVPTEGLTPDDVPALADRVRHSMLTVFREISTDGRGGGDYLKKPGGGG. Result: 1 (interaction). (7) The miRNA is ssc-miR-181d-5p with sequence AACAUUCAUUGUUGUCGGUGGGUU. The protein sequence of the target gene is MLRSVWNFLKRHKKKCIFLGTVLGGVYILGKYGQKKIREIQEREAAEYIAQARRQYHFESNQRTCNMTVLSMLPTLREALMQQLNSESLTALLKNRPSNKLEIWEDLKIISFTRSTVAVYSTCMLVVLLRVQLNIIGGYIYLDNAAVGKNGTTILAPPDVQQQYLSSIQHLLGDGLTELITVIKQAVQKVLGSVSLKHSLSLLDLEQKLKEIRNLVEQHKSSSWINKDGSKPLLCHYMMPDEETPLAVQACGLSPRDITTIKLLNETRDMLESPDFSTVLNTCLNRGFSRLLDNMAEFFR.... Result: 0 (no interaction). (8) The miRNA is bta-miR-17-5p with sequence CAAAGUGCUUACAGUGCAGGUAGU. The protein sequence of the target gene is MKMSIWTPPRLLELAGRSLLRDQALAMSTLEELPTELFPPLFMEAFSRRRCEALKLMVQSWPFRRLPLRPLIKMPCLEAFQAVLDGLDALLNLGVRPRRWKLQVLDLQDVCENFWMVWSEAMAHGCFLNAKRNKKPVEDCPRMKGRQPLTVFVELWLKNRTLDEYLTCLLLWVKQRKDLLHLCCKKLKILGMPFRNIRSILKMVNLDCIQEVEVNCKWVLPILTQFTPYLGHMRNLQKLILSHMDVSRYVSPEQKKEIVTQFTTQFLKLRCLQKLYMNSVSFLEGHLDQLLSCLKTSLKF.... Result: 0 (no interaction). (9) The miRNA is mmu-miR-712-5p with sequence CUCCUUCACCCGGGCGGUACC. The protein sequence of the target gene is MTPNSMTENGLPAWDKQKPRPDRGQDWKLVGMSEACLHRKSHVERRGALKNEQTSPHLIQATWTSSIFHLDPDDVNDQSISSAQTFQTEEKKCKGYIPSYLDKDELCVVCGDKATGYHYRCITCEGCKGFFRRTIQKSLHPSYSCKYEGKCIIDKVTRNQCQECRFKKCIYVGMATDLVLDDSKRLAKRKLIEENREKRRREELQKSIGHKPEPTDEEWELIKTVTEAHVATNAQGSHWKQKRKFLPEDIGQAPIVNAPEGGKVDLEAFSHFTKIITPAITRVVDFAKKLPMFCELPCED.... Result: 1 (interaction). (10) The miRNA is hsa-miR-548as-5p with sequence AAAAGUAAUUGCGGGUUUUGCC. The protein sequence of the target gene is MWRVCARRARSAVPRDGFRARWAALKEGPGAPCGSPRIGPAAVRCGSGIPRYGVRSLCGWSSGSGTVPRNRLLRQLLGSPSRRSYSLPPHQKVPLPSLSPTMQAGTIARWEKKEGEKISEGDLIAEVETDKATVGFESLEECYMAKILVPEGTRDVPVGSIICITVEKPQDIEAFKNYTLDLAAAAAPQAAPAAAPAPAAAPAAPSASAPGSSYPTHMQIVLPALSPTMTMGTVQRWEKKVGEKLSEGDLLAEIETDKATIGFEVQEEGYLAKILVPEGTRDVPLGAPLCIIVEKQEDIA.... Result: 0 (no interaction).